Task: Predict the product of the given reaction.. Dataset: Forward reaction prediction with 1.9M reactions from USPTO patents (1976-2016) Given the reactants [CH2:1]([C:3]1[C:12]2[C:7](=[CH:8][CH:9]=[C:10]([OH:13])[CH:11]=2)[O:6][C:5](=[O:14])[C:4]=1[C:15]1[CH:20]=[CH:19][CH:18]=[C:17]([O:21][CH3:22])[CH:16]=1)[CH3:2].[C:23](=O)([O-])[O-].[K+].[K+].IC, predict the reaction product. The product is: [CH2:1]([C:3]1[C:12]2[C:7](=[CH:8][CH:9]=[C:10]([O:13][CH3:23])[CH:11]=2)[O:6][C:5](=[O:14])[C:4]=1[C:15]1[CH:20]=[CH:19][CH:18]=[C:17]([O:21][CH3:22])[CH:16]=1)[CH3:2].